From a dataset of Reaction yield outcomes from USPTO patents with 853,638 reactions. Predict the reaction yield, written as a fraction of the theoretical maximum amount of product (1.0 means a 100% yield; for example, 0.34 means a 34% yield). (1) The reactants are [Si:1]([O:8][CH2:9][CH:10]([OH:25])[CH2:11][N:12]1[C:21]2[C:16](=[CH:17][CH:18]=[C:19]([O:22][CH3:23])[CH:20]=2)[N:15]=[CH:14][C:13]1=[O:24])([C:4]([CH3:7])([CH3:6])[CH3:5])([CH3:3])[CH3:2].C(N(CC)C(C)C)(C)C.Cl[CH2:36][O:37][CH3:38]. The catalyst is ClCCl. The product is [Si:1]([O:8][CH2:9][CH:10]([O:25][CH2:36][O:37][CH3:38])[CH2:11][N:12]1[C:21]2[C:16](=[CH:17][CH:18]=[C:19]([O:22][CH3:23])[CH:20]=2)[N:15]=[CH:14][C:13]1=[O:24])([C:4]([CH3:7])([CH3:5])[CH3:6])([CH3:3])[CH3:2]. The yield is 0.390. (2) The reactants are [C:1]12([C:11]3[CH:16]=[CH:15][C:14]([CH2:17][OH:18])=[CH:13][C:12]=3[O:19][CH:20]([CH3:22])[CH3:21])[CH2:10][CH:5]3[CH2:6][CH:7]([CH2:9][CH:3]([CH2:4]3)[CH2:2]1)[CH2:8]2. The catalyst is O1CCOCC1.O=[Mn]=O. The product is [C:1]12([C:11]3[CH:16]=[CH:15][C:14]([CH:17]=[O:18])=[CH:13][C:12]=3[O:19][CH:20]([CH3:22])[CH3:21])[CH2:8][CH:7]3[CH2:9][CH:3]([CH2:4][CH:5]([CH2:6]3)[CH2:10]1)[CH2:2]2. The yield is 0.734.